Dataset: Catalyst prediction with 721,799 reactions and 888 catalyst types from USPTO. Task: Predict which catalyst facilitates the given reaction. Reactant: [CH3:1][C:2]([C:21]1[CH:26]=[CH:25][CH:24]=[CH:23][CH:22]=1)([CH2:13]/[CH:14]=[CH:15]/[CH2:16][C:17]([CH3:20])([CH3:19])[CH3:18])[C:3]([O:5]CC1C=CC=CC=1)=[O:4]. Product: [CH3:1][C:2]([C:21]1[CH:26]=[CH:25][CH:24]=[CH:23][CH:22]=1)([CH2:13][CH2:14][CH2:15][CH2:16][C:17]([CH3:18])([CH3:19])[CH3:20])[C:3]([OH:5])=[O:4]. The catalyst class is: 78.